This data is from Catalyst prediction with 721,799 reactions and 888 catalyst types from USPTO. The task is: Predict which catalyst facilitates the given reaction. (1) Reactant: [Br:1][C:2]1[CH:11]=[C:10]2[C:5]([CH2:6][CH2:7][N:8]([C:17](=[O:31])[C:18]([N:20]([C:27]([CH3:30])([CH3:29])[CH3:28])[CH2:21][CH2:22][CH2:23][CH2:24][C:25]#[CH:26])=[O:19])[CH:9]2[C:12]([O:14]CC)=[O:13])=[CH:4][C:3]=1[O:32][CH3:33].[OH-].[K+].Cl. Product: [Br:1][C:2]1[CH:11]=[C:10]2[C:5]([CH2:6][CH2:7][N:8]([C:17](=[O:31])[C:18]([N:20]([C:27]([CH3:29])([CH3:30])[CH3:28])[CH2:21][CH2:22][CH2:23][CH2:24][C:25]#[CH:26])=[O:19])[CH:9]2[C:12]([OH:14])=[O:13])=[CH:4][C:3]=1[O:32][CH3:33]. The catalyst class is: 38. (2) Product: [Cl:1][C:2]1[C:11]2[C:6](=[CH:7][CH:8]=[CH:9][CH:10]=2)[C:5]([N:12]2[CH2:17][CH2:16][N:15]([C:26]([C:27]3[CH:32]=[CH:31][CH:30]=[CH:29][CH:28]=3)=[O:33])[C@@H:14]([CH3:18])[CH2:13]2)=[N:4][N:3]=1. Reactant: [Cl:1][C:2]1[C:11]2[C:6](=[CH:7][CH:8]=[CH:9][CH:10]=2)[C:5]([N:12]2[CH2:17][CH2:16][NH:15][C@@H:14]([CH3:18])[CH2:13]2)=[N:4][N:3]=1.C(N(CC)CC)C.[C:26](Cl)(=[O:33])[C:27]1[CH:32]=[CH:31][CH:30]=[CH:29][CH:28]=1.C([O-])(O)=O.[Na+]. The catalyst class is: 4. (3) Reactant: [C:1]1([CH:11]=O)[C:10]2[C:5](=[CH:6][CH:7]=[CH:8][CH:9]=2)[CH:4]=[CH:3][CH:2]=1.[CH:13]1([CH2:16][NH2:17])[CH2:15][CH2:14]1.[Cl:18][C:19]1[CH:27]=[C:26]2[C:22]([CH:23]=[CH:24][NH:25]2)=[CH:21][CH:20]=1. Product: [Cl:18][C:19]1[CH:27]=[C:26]2[C:22]([C:23]([CH:11]([NH:17][CH2:16][CH:13]3[CH2:15][CH2:14]3)[C:1]3[C:10]4[C:5](=[CH:6][CH:7]=[CH:8][CH:9]=4)[CH:4]=[CH:3][CH:2]=3)=[CH:24][NH:25]2)=[CH:21][CH:20]=1. The catalyst class is: 2. (4) The catalyst class is: 11. Product: [CH2:1]([NH:8]/[C:9](=[C:12]1/[C:13]([CH2:25][C:26]([O:28][CH3:29])=[O:27])=[N:14][N:15]([C:18]2[CH:23]=[CH:22][CH:21]=[CH:20][C:19]=2[Cl:24])[C:16]/1=[O:17])/[CH2:10][N:30]1[CH2:35][CH2:34][O:33][CH2:32][CH2:31]1)[C:2]1[CH:3]=[CH:4][CH:5]=[CH:6][CH:7]=1. Reactant: [CH2:1]([NH:8]/[C:9](=[C:12]1/[C:13]([CH2:25][C:26]([O:28][CH3:29])=[O:27])=[N:14][N:15]([C:18]2[CH:23]=[CH:22][CH:21]=[CH:20][C:19]=2[Cl:24])[C:16]/1=[O:17])/[CH2:10]Cl)[C:2]1[CH:7]=[CH:6][CH:5]=[CH:4][CH:3]=1.[NH:30]1[CH2:35][CH2:34][O:33][CH2:32][CH2:31]1.CCN(C(C)C)C(C)C. (5) Reactant: [F:1][C:2]1([CH2:12][CH2:13][CH:14]2[C:22]3[C:17](=[CH:18][CH:19]=[CH:20][CH:21]=3)[C:16]3=[CH:23][N:24]=[CH:25][N:15]23)[CH2:7][CH2:6]C(C(OC)=O)[CH2:4][CH2:3]1.[CH3:26][Mg+].[Br-].[CH3:29][CH:30]([OH:32])[CH3:31]. Product: [F:1][C:2]1([CH2:12][CH2:13][CH:14]2[C:22]3[C:17](=[CH:18][CH:19]=[CH:20][CH:21]=3)[C:16]3=[CH:23][N:24]=[CH:25][N:15]23)[CH2:7][CH2:6][CH:29]([C:30]([OH:32])([CH3:26])[CH3:31])[CH2:4][CH2:3]1. The catalyst class is: 134. (6) Reactant: [CH2:1]([O:8][C:9]([NH:11][CH2:12][CH2:13][C:14]([OH:16])=O)=[O:10])[C:2]1[CH:7]=[CH:6][CH:5]=[CH:4][CH:3]=1.[C:17]([O:21][C:22](=[O:38])[NH:23][CH2:24][CH2:25][CH2:26][C@H:27]([NH:30][C:31]([O:33][C:34]([CH3:37])([CH3:36])[CH3:35])=[O:32])[CH2:28][NH2:29])([CH3:20])([CH3:19])[CH3:18].C(Cl)CCl.C1C=CC2N(O)N=NC=2C=1. Product: [CH2:1]([O:8][C:9](=[O:10])[NH:11][CH2:12][CH2:13][C:14]([NH:29][CH2:28][C@@H:27]([NH:30][C:31]([O:33][C:34]([CH3:37])([CH3:36])[CH3:35])=[O:32])[CH2:26][CH2:25][CH2:24][NH:23][C:22]([O:21][C:17]([CH3:19])([CH3:20])[CH3:18])=[O:38])=[O:16])[C:2]1[CH:3]=[CH:4][CH:5]=[CH:6][CH:7]=1. The catalyst class is: 9.